Dataset: Retrosynthesis with 50K atom-mapped reactions and 10 reaction types from USPTO. Task: Predict the reactants needed to synthesize the given product. (1) Given the product Cc1cc(N(C)Cc2sc(-c3ccc(C(F)(F)F)cc3)nc2C)ccc1OCC(=O)O, predict the reactants needed to synthesize it. The reactants are: CCOC(=O)COc1ccc(N(C)Cc2sc(-c3ccc(C(F)(F)F)cc3)nc2C)cc1C. (2) Given the product CC(C)(C)OC(=O)CCCOCc1ccccc1, predict the reactants needed to synthesize it. The reactants are: C=C(C)C.O=C(O)CCCOCc1ccccc1. (3) Given the product CCOC(=O)C1(NCc2cccc(C)c2OC(C)C)Cc2ccccc2C1, predict the reactants needed to synthesize it. The reactants are: CC(C)O.CCOC(=O)C1(NCc2cccc(C)c2O)Cc2ccccc2C1. (4) Given the product CC(=O)N1CCCc2cc(C(=O)CCl)sc2C1, predict the reactants needed to synthesize it. The reactants are: CC(=O)N1CCCc2ccsc2C1.O=C(Cl)CCl. (5) Given the product CC(CC(=O)O)n1cnc2cc(N)ccc21, predict the reactants needed to synthesize it. The reactants are: COC(=O)CC(C)n1cnc2cc(N)ccc21. (6) Given the product CN(C)CCOc1ccc(-n2cc(-c3ccccn3)cc(-c3ccccc3Cl)c2=O)cc1, predict the reactants needed to synthesize it. The reactants are: CN(C)CCCl.O=c1c(-c2ccccc2Cl)cc(-c2ccccn2)cn1-c1ccc(O)cc1. (7) Given the product O=C(O)CNC(=O)c1c(O)nc(-c2cccc(Br)c2)n(Cc2ccccc2)c1=O, predict the reactants needed to synthesize it. The reactants are: CCOC(=O)CNC(=O)c1c(O)nc(-c2cccc(Br)c2)n(Cc2ccccc2)c1=O. (8) Given the product O=C(NN1CCNC1=O)c1cc(=O)c(OCc2ccccc2)c[nH]1, predict the reactants needed to synthesize it. The reactants are: NN1CCNC1=O.O=C(O)c1cc(=O)c(OCc2ccccc2)c[nH]1. (9) Given the product N#Cc1c(F)cccc1Nc1ccccc1, predict the reactants needed to synthesize it. The reactants are: N#Cc1c(F)cccc1F.Nc1ccccc1. (10) Given the product O=C(OCc1ccccc1)N1CCCN(C2CC2)C(=O)C1, predict the reactants needed to synthesize it. The reactants are: O=C1CN(C(=O)OCc2ccccc2)CCCN1.OB(O)C1CC1.